This data is from Forward reaction prediction with 1.9M reactions from USPTO patents (1976-2016). The task is: Predict the product of the given reaction. Given the reactants [F:1][C:2]([F:42])([F:41])[CH2:3][NH:4][C:5]([NH:7][C:8]1[CH:9]=[C:10]([N:14]2[C:18]3[CH:19]=[CH:20][C:21]([C:23]4[CH:24]=[N:25][N:26]([CH:28]5[CH2:33][CH2:32][N:31](C(OC(C)(C)C)=O)[CH2:30][CH2:29]5)[CH:27]=4)=[CH:22][C:17]=3[N:16]=[CH:15]2)[CH:11]=[CH:12][CH:13]=1)=[O:6].[ClH:43].O1CCOCC1, predict the reaction product. The product is: [NH:31]1[CH2:30][CH2:29][CH:28]([N:26]2[CH:27]=[C:23]([C:21]3[CH:20]=[CH:19][C:18]4[N:14]([C:10]5[CH:9]=[C:8]([NH:7][C:5]([NH:4][CH2:3][C:2]([F:1])([F:42])[F:41])=[O:6])[CH:13]=[CH:12][CH:11]=5)[CH:15]=[N:16][C:17]=4[CH:22]=3)[CH:24]=[N:25]2)[CH2:33][CH2:32]1.[ClH:43].